Dataset: Reaction yield outcomes from USPTO patents with 853,638 reactions. Task: Predict the reaction yield, written as a fraction of the theoretical maximum amount of product (1.0 means a 100% yield; for example, 0.34 means a 34% yield). (1) The reactants are [C:1](=[NH:21])([O:3][CH2:4][CH2:5][C:6]1[CH:11]=[CH:10][C:9]([O:12][C:13]2[CH:18]=[CH:17][C:16]([Cl:19])=[C:15]([CH3:20])[CH:14]=2)=[CH:8][CH:7]=1)[NH2:2].[CH:22]([CH:24]([CH2:29][C:30]1[CH:31]=[N:32][C:33]([O:36][CH3:37])=[N:34][CH:35]=1)[C:25](OC)=O)=[O:23].C([O-])([O-])=O.[K+].[K+]. The catalyst is CN1C(=O)CCC1. The product is [Cl:19][C:16]1[CH:17]=[CH:18][C:13]([O:12][C:9]2[CH:8]=[CH:7][C:6]([CH2:5][CH2:4][O:3][C:1]3[NH:2][CH:25]=[C:24]([CH2:29][C:30]4[CH:31]=[N:32][C:33]([O:36][CH3:37])=[N:34][CH:35]=4)[C:22](=[O:23])[N:21]=3)=[CH:11][CH:10]=2)=[CH:14][C:15]=1[CH3:20]. The yield is 0.0785. (2) The reactants are [CH3:1][C:2]1[CH:7]=[CH:6][C:5]([S:8]([N:11]2[C:15]([C:16]3[CH:21]=[CH:20][CH:19]=[CH:18][CH:17]=3)=[CH:14][C:13]([CH2:22][OH:23])=[CH:12]2)(=[O:10])=[O:9])=[CH:4][CH:3]=1.C[N+]1([O-])CCOCC1. The yield is 0.820. The catalyst is C(#N)C.[Ru]([O-])(=O)(=O)=O.C([N+](CCC)(CCC)CCC)CC. The product is [CH3:1][C:2]1[CH:3]=[CH:4][C:5]([S:8]([N:11]2[C:15]([C:16]3[CH:21]=[CH:20][CH:19]=[CH:18][CH:17]=3)=[CH:14][C:13]([CH:22]=[O:23])=[CH:12]2)(=[O:10])=[O:9])=[CH:6][CH:7]=1. (3) The reactants are Cl[C:2]1[N:11]=[C:10]([N:12]([C:14]2[CH:19]=[CH:18][C:17]([O:20][CH3:21])=[CH:16][CH:15]=2)[CH3:13])[C:9]2[C:4](=[CH:5][CH:6]=[CH:7][CH:8]=2)[N:3]=1.[CH3:22][S-:23].[Na+]. The product is [CH3:22][S:23][C:2]1[N:11]=[C:10]([N:12]([C:14]2[CH:19]=[CH:18][C:17]([O:20][CH3:21])=[CH:16][CH:15]=2)[CH3:13])[C:9]2[C:4](=[CH:5][CH:6]=[CH:7][CH:8]=2)[N:3]=1. The yield is 0.0700. The catalyst is C(OCC)(=O)C. (4) The reactants are [NH2:1][C:2]1[CH:22]=[CH:21][CH:20]=[C:19](OC)[C:3]=1[CH2:4][NH:5][CH:6]1[CH2:11][CH2:10][N:9]([CH2:12][C:13]2[CH:18]=[CH:17][CH:16]=[CH:15][CH:14]=2)[CH2:8][CH2:7]1.[C:25](C1NC=CN=1)(C1NC=CN=1)=[O:26].[O:37]1CCC[CH2:38]1. No catalyst specified. The product is [CH2:12]([N:9]1[CH2:10][CH2:11][CH:6]([N:5]2[CH2:4][C:3]3[C:2](=[C:22]([O:37][CH3:38])[CH:21]=[CH:20][CH:19]=3)[NH:1][C:25]2=[O:26])[CH2:7][CH2:8]1)[C:13]1[CH:18]=[CH:17][CH:16]=[CH:15][CH:14]=1. The yield is 0.680.